Predict the reaction yield, written as a fraction of the theoretical maximum amount of product (1.0 means a 100% yield; for example, 0.34 means a 34% yield). From a dataset of Reaction yield outcomes from USPTO patents with 853,638 reactions. (1) The reactants are [C:1]1([C:16]2[CH:21]=[CH:20][CH:19]=[CH:18][CH:17]=2)[CH:6]=[CH:5][C:4]([CH:7]([NH:14][CH3:15])[CH2:8][N:9]2[CH2:13][CH2:12][CH2:11][CH2:10]2)=[CH:3][CH:2]=1.[O:22]=[C:23]1[N:27]([CH2:28][C:29]([OH:31])=O)[C:26]2[CH:32]=[C:33]([O:36][C:37]([F:40])([F:39])[F:38])[CH:34]=[CH:35][C:25]=2[O:24]1.C(N(CC)CC)C.F[P-](F)(F)(F)(F)F.N1(O[P+](N(C)C)(N(C)C)N(C)C)C2C=CC=CC=2N=N1.FC(F)(F)C(O)=O. The catalyst is CN(C)C=O.CC#N.O. The product is [C:1]1([C:16]2[CH:17]=[CH:18][CH:19]=[CH:20][CH:21]=2)[CH:6]=[CH:5][C:4]([CH:7]([N:14]([CH3:15])[C:29](=[O:31])[CH2:28][N:27]2[C:26]3[CH:32]=[C:33]([O:36][C:37]([F:40])([F:39])[F:38])[CH:34]=[CH:35][C:25]=3[O:24][C:23]2=[O:22])[CH2:8][N:9]2[CH2:13][CH2:12][CH2:11][CH2:10]2)=[CH:3][CH:2]=1. The yield is 0.0600. (2) The reactants are [ClH:1].C(OC(=O)[NH:8][CH2:9][CH2:10][NH:11][S:12]([C:15]1[C:16]2[CH:17]=[CH:18][N:19]=[CH:20][C:21]=2[CH:22]=[C:23]([C:25]2[CH:30]=[CH:29][CH:28]=[CH:27][CH:26]=2)[CH:24]=1)(=[O:14])=[O:13])(C)(C)C.CO. The catalyst is O1CCOCC1.C(Cl)Cl. The product is [ClH:1].[ClH:1].[NH2:8][CH2:9][CH2:10][NH:11][S:12]([C:15]1[C:16]2[CH:17]=[CH:18][N:19]=[CH:20][C:21]=2[CH:22]=[C:23]([C:25]2[CH:30]=[CH:29][CH:28]=[CH:27][CH:26]=2)[CH:24]=1)(=[O:14])=[O:13]. The yield is 1.00. (3) The reactants are C(OC(=O)[NH:10][C:11]1[C:12]([C:28]([NH:30][C:31]2[CH:32]=[N:33][CH:34]=[CH:35][C:36]=2[N:37]2[CH2:42][C@H:41]([CH3:43])[C@H:40]([N:44]3[CH:48]=[CH:47][N:46]=[N:45]3)[C@H:39]([NH:49]C(OC(C)(C)C)=O)[CH2:38]2)=[O:29])=[N:13][C:14]2[C:19]([CH:20]=1)=[CH:18][CH:17]=[C:16]([C:21]1[CH2:22][CH2:23][N:24]([CH3:27])[CH2:25][CH:26]=1)[CH:15]=2)C1C=CC=CC=1.Cl.O1CCOCC1. The catalyst is CO.C1COCC1.[NH4+].[OH-].[Pd]. The product is [NH2:10][C:11]1[C:12]([C:28]([NH:30][C:31]2[CH:32]=[N:33][CH:34]=[CH:35][C:36]=2[N:37]2[CH2:42][C@H:41]([CH3:43])[C@H:40]([N:44]3[CH:48]=[CH:47][N:46]=[N:45]3)[C@H:39]([NH2:49])[CH2:38]2)=[O:29])=[N:13][C:14]2[C:19]([CH:20]=1)=[CH:18][CH:17]=[C:16]([CH:21]1[CH2:26][CH2:25][N:24]([CH3:27])[CH2:23][CH2:22]1)[CH:15]=2. The yield is 0.610.